From a dataset of Full USPTO retrosynthesis dataset with 1.9M reactions from patents (1976-2016). Predict the reactants needed to synthesize the given product. (1) The reactants are: Br[CH:2]=[C:3]1[C:9]2[CH:10]=[CH:11][CH:12]=[C:13]([Cl:14])[C:8]=2[CH2:7][CH2:6][C:5]2[CH:15]=[CH:16][CH:17]=[CH:18][C:4]1=2.[OH:19][C:20]1[CH:25]=[CH:24][C:23](B(O)O)=[CH:22][CH:21]=1. Given the product [Cl:14][C:13]1[C:8]2[CH2:7][CH2:6][C:5]3[CH:15]=[CH:16][CH:17]=[CH:18][C:4]=3[C:3](=[CH:2][C:23]3[CH:24]=[CH:25][C:20]([OH:19])=[CH:21][CH:22]=3)[C:9]=2[CH:10]=[CH:11][CH:12]=1, predict the reactants needed to synthesize it. (2) Given the product [C:1]([NH:4][C:5]1[S:6][C:7]2[C:13]3[N:14]([C@H:20]4[CH2:25][CH2:24][C@H:23]([C:26]([OH:28])=[O:27])[CH2:22][CH2:21]4)[N:15]=[C:16]([CH:17]4[CH2:18][CH2:19]4)[C:12]=3[CH2:11][CH2:10][C:8]=2[N:9]=1)(=[O:3])[CH3:2], predict the reactants needed to synthesize it. The reactants are: [C:1]([NH:4][C:5]1[S:6][C:7]2[C:13]3[N:14]([C@H:20]4[CH2:25][CH2:24][C@H:23]([C:26]([O:28]CC)=[O:27])[CH2:22][CH2:21]4)[N:15]=[C:16]([CH:17]4[CH2:19][CH2:18]4)[C:12]=3[CH2:11][CH2:10][C:8]=2[N:9]=1)(=[O:3])[CH3:2].[OH-].[Li+].